From a dataset of Full USPTO retrosynthesis dataset with 1.9M reactions from patents (1976-2016). Predict the reactants needed to synthesize the given product. (1) The reactants are: [OH:1][CH2:2][CH:3]1[C:8]([CH2:15]O)([C:9]2[CH:14]=[CH:13][CH:12]=[CH:11][N:10]=2)[CH2:7][CH2:6][N:5]([C:17]([O:19][C:20]([CH3:23])([CH3:22])[CH3:21])=[O:18])[CH2:4]1.C1(P(C2C=CC=CC=2)C2C=CC=CC=2)C=CC=CC=1. Given the product [N:10]1[CH:11]=[CH:12][CH:13]=[CH:14][C:9]=1[C:8]12[CH2:15][O:1][CH2:2][CH:3]1[CH2:4][N:5]([C:17]([O:19][C:20]([CH3:21])([CH3:23])[CH3:22])=[O:18])[CH2:6][CH2:7]2, predict the reactants needed to synthesize it. (2) Given the product [F:12][S:11]([F:16])([F:15])([F:14])([F:13])[C:8]1[CH:9]=[CH:10][C:5]([C:4](=[O:17])[CH3:19])=[CH:6][CH:7]=1, predict the reactants needed to synthesize it. The reactants are: CON(C)[C:4](=[O:17])[C:5]1[CH:10]=[CH:9][C:8]([S:11]([F:16])([F:15])([F:14])([F:13])[F:12])=[CH:7][CH:6]=1.[CH3:19][Li].